From a dataset of Experimentally validated miRNA-target interactions with 360,000+ pairs, plus equal number of negative samples. Binary Classification. Given a miRNA mature sequence and a target amino acid sequence, predict their likelihood of interaction. (1) The miRNA is hsa-miR-106a-5p with sequence AAAAGUGCUUACAGUGCAGGUAG. The protein sequence of the target gene is MTRGNQRELARQKNMKKQSDSVKGKRRDDGLSAAARKQRDSEIMQQKQKKANEKKEEPK. Result: 1 (interaction). (2) The miRNA is hsa-miR-4255 with sequence CAGUGUUCAGAGAUGGA. The protein sequence of the target gene is MSELEKAMVALIDVFHQYSGREGDKHKLKKSELKELINNELSHFLEEIKEQEVVDKVMETLDNDGDGECDFQEFMAFVAMVTTACHEFFEHE. Result: 0 (no interaction).